From a dataset of Catalyst prediction with 721,799 reactions and 888 catalyst types from USPTO. Predict which catalyst facilitates the given reaction. (1) Reactant: [CH3:1][CH:2]([O:4][C:5]1[CH:12]=[CH:11][C:10]([C:13]2[S:14][C:15]([N:18]3[C:26]([CH3:27])=[C:21]4[CH2:22][NH:23][CH2:24][CH2:25][C:20]4=[N:19]3)=[N:16][N:17]=2)=[CH:9][C:6]=1[C:7]#[N:8])[CH3:3].Br[CH2:29][C:30]([O:32][C:33]([CH3:36])([CH3:35])[CH3:34])=[O:31].C(=O)([O-])[O-].[K+].[K+]. Product: [C:7]([C:6]1[CH:9]=[C:10]([C:13]2[S:14][C:15]([N:18]3[C:26]([CH3:27])=[C:21]4[CH2:22][N:23]([CH2:29][C:30]([O:32][C:33]([CH3:36])([CH3:35])[CH3:34])=[O:31])[CH2:24][CH2:25][C:20]4=[N:19]3)=[N:16][N:17]=2)[CH:11]=[CH:12][C:5]=1[O:4][CH:2]([CH3:1])[CH3:3])#[N:8]. The catalyst class is: 47. (2) Reactant: C(OC([N:8]1[CH2:14][CH2:13][CH2:12][N:11]([S:15]([C:18]2[CH:19]=[C:20]3[C:25](=[CH:26][CH:27]=2)[CH:24]=[N:23][CH:22]=[CH:21]3)(=[O:17])=[O:16])[C@@H:10]([CH3:28])[CH2:9]1)=O)(C)(C)C.FC(F)(F)C(O)=O.C(=O)(O)[O-].[Na+]. The catalyst class is: 4. Product: [CH3:28][C@H:10]1[CH2:9][NH:8][CH2:14][CH2:13][CH2:12][N:11]1[S:15]([C:18]1[CH:19]=[C:20]2[C:25](=[CH:26][CH:27]=1)[CH:24]=[N:23][CH:22]=[CH:21]2)(=[O:17])=[O:16]. (3) Reactant: [Br:1]Br.[CH:3]1([N:9]2[C:13]([C:14]3[CH:19]=[CH:18][C:17]([O:20][CH2:21][C:22]4[CH:27]=[CH:26][CH:25]=[CH:24][CH:23]=4)=[CH:16][CH:15]=3)=[CH:12][C:11]([C:28]([O:30][CH2:31][CH3:32])=[O:29])=[N:10]2)[CH2:8][CH2:7][CH2:6][CH2:5][CH2:4]1. Product: [CH2:21]([O:20][C:17]1[CH:18]=[CH:19][C:14]([C:13]2[N:9]([CH:3]3[CH2:4][CH2:5][CH2:6][CH2:7][CH2:8]3)[N:10]=[C:11]([C:28]([O:30][CH2:31][CH3:32])=[O:29])[C:12]=2[Br:1])=[CH:15][CH:16]=1)[C:22]1[CH:27]=[CH:26][CH:25]=[CH:24][CH:23]=1. The catalyst class is: 52. (4) Reactant: BrCC1C=C(C=CC=1)[C:6]#[N:7].C(=O)([O-])[O-].[K+].[K+].Cl[C:18]1[CH:19]=[C:20]([CH:46]=[CH:47][C:48]=1OC)[CH2:21][N:22]1[CH2:27][CH2:26][CH:25]([NH:28][C:29]([N:31]2[CH2:36][CH2:35][C:34](=[CH:37][C:38]3[CH:43]=[C:42]([F:44])[CH:41]=[CH:40][C:39]=3[F:45])[CH2:33][CH2:32]2)=[O:30])[CH2:24][CH2:23]1.O. Product: [C:6]([C:18]1[CH:19]=[C:20]([CH:46]=[CH:47][CH:48]=1)[CH2:21][N:22]1[CH2:23][CH2:24][CH:25]([NH:28][C:29]([N:31]2[CH2:36][CH2:35][C:34](=[CH:37][C:38]3[CH:43]=[C:42]([F:44])[CH:41]=[CH:40][C:39]=3[F:45])[CH2:33][CH2:32]2)=[O:30])[CH2:26][CH2:27]1)#[N:7]. The catalyst class is: 3. (5) Reactant: [Cl:1][C:2]1[CH:7]=[CH:6][CH:5]=[CH:4][C:3]=1[S:8]([NH:11][CH2:12][C:13]1[S:14][C:15]([C:18]2[CH:23]=[CH:22][CH:21]=[C:20]([S:24]([CH3:27])(=[O:26])=[O:25])[CH:19]=2)=[CH:16][CH:17]=1)(=[O:10])=[O:9].C(N(CC)C(C)C)(C)C.[C:37](Cl)(=[O:44])[C:38]1[CH:43]=[CH:42][CH:41]=[CH:40][CH:39]=1. Product: [C:37]([N:11]([CH2:12][C:13]1[S:14][C:15]([C:18]2[CH:23]=[CH:22][CH:21]=[C:20]([S:24]([CH3:27])(=[O:26])=[O:25])[CH:19]=2)=[CH:16][CH:17]=1)[S:8]([C:3]1[CH:4]=[CH:5][CH:6]=[CH:7][C:2]=1[Cl:1])(=[O:9])=[O:10])(=[O:44])[C:38]1[CH:43]=[CH:42][CH:41]=[CH:40][CH:39]=1. The catalyst class is: 4.